The task is: Predict the reaction yield, written as a fraction of the theoretical maximum amount of product (1.0 means a 100% yield; for example, 0.34 means a 34% yield).. This data is from Reaction yield outcomes from USPTO patents with 853,638 reactions. (1) The reactants are [CH3:1][O-].[Na+].[CH3:4][S:5]([NH:8][C:9]1[CH:10]=[C:11]([CH:16]=[CH:17][CH:18]=1)[C:12]([O:14][CH3:15])=[O:13])(=[O:7])=[O:6].CI. The catalyst is C1COCC1.CO.[Cl-].[Na+].O. The product is [CH3:1][N:8]([S:5]([CH3:4])(=[O:7])=[O:6])[C:9]1[CH:10]=[C:11]([CH:16]=[CH:17][CH:18]=1)[C:12]([O:14][CH3:15])=[O:13]. The yield is 0.822. (2) The reactants are [C:1]1([CH:7]([C:35]2[CH:40]=[CH:39][CH:38]=[CH:37][CH:36]=2)[N:8]2[C:16]3[C:11](=[CH:12][CH:13]=[CH:14][CH:15]=3)[C:10]3([C:20]4[CH:21]=[C:22](B5OC(C)(C)C(C)(C)O5)[CH:23]=[CH:24][C:19]=4[O:18][CH2:17]3)[C:9]2=[O:34])[CH:6]=[CH:5][CH:4]=[CH:3][CH:2]=1.[OH:41]O.[OH-].[Na+]. The catalyst is CO. The product is [C:35]1([CH:7]([C:1]2[CH:6]=[CH:5][CH:4]=[CH:3][CH:2]=2)[N:8]2[C:16]3[C:11](=[CH:12][CH:13]=[CH:14][CH:15]=3)[C:10]3([C:20]4[CH:21]=[C:22]([OH:41])[CH:23]=[CH:24][C:19]=4[O:18][CH2:17]3)[C:9]2=[O:34])[CH:36]=[CH:37][CH:38]=[CH:39][CH:40]=1. The yield is 0.900. (3) The reactants are Br[C:2]1[CH:7]=[CH:6][C:5]([C:8]2[C:14]3[CH:15]=[C:16]([O:19][CH3:20])[CH:17]=[CH:18][C:13]=3[N:12]3[C:21]([CH3:24])=[N:22][N:23]=[C:11]3[C@H:10]([CH2:25][C:26]([NH:28][CH2:29][CH3:30])=[O:27])[N:9]=2)=[CH:4][CH:3]=1.CC(C)([O-])C.[Na+].[S:37]([O-])([O-])(=O)=S.[Na+].[Na+].Cl. The catalyst is C1(C)C=CC=CC=1.C(O)(C)C.O.C([O-])(=O)C.[Pd+2].C([O-])(=O)C.[Zn]. The product is [CH2:29]([NH:28][C:26](=[O:27])[CH2:25][C@@H:10]1[N:9]=[C:8]([C:5]2[CH:6]=[CH:7][C:2]([SH:37])=[CH:3][CH:4]=2)[C:14]2[CH:15]=[C:16]([O:19][CH3:20])[CH:17]=[CH:18][C:13]=2[N:12]2[C:21]([CH3:24])=[N:22][N:23]=[C:11]12)[CH3:30]. The yield is 0.277. (4) The reactants are [CH3:1][O:2][C:3]1[C:12]([NH:13][C:14](=[O:18])OCC)=[N:11][C:10]2[C:5](=[CH:6][CH:7]=[C:8]([CH3:19])[CH:9]=2)[N:4]=1.[C:20]([C:22]1[CH:27]=[CH:26][CH:25]=[CH:24][C:23]=1[N:28]1[CH2:33][CH2:32][NH:31][CH2:30][CH2:29]1)#[N:21]. No catalyst specified. The product is [CH3:1][O:2][C:3]1[C:12]([NH:13][C:14]([N:31]2[CH2:30][CH2:29][N:28]([C:23]3[CH:24]=[CH:25][CH:26]=[CH:27][C:22]=3[C:20]#[N:21])[CH2:33][CH2:32]2)=[O:18])=[N:11][C:10]2[C:5](=[CH:6][CH:7]=[C:8]([CH3:19])[CH:9]=2)[N:4]=1. The yield is 0.910. (5) The reactants are [CH2:1]([C:4]1([N:17]([CH2:22][C:23]2[CH:31]=[CH:30][CH:29]=[C:28]3[C:24]=2[CH:25]=[CH:26][N:27]3[S:32]([C:35]2[CH:41]=[CH:40][C:38]([CH3:39])=[CH:37][CH:36]=2)(=[O:34])=[O:33])[C:18](=[O:21])C=C)[CH2:9][CH2:8][N:7]([C:10]([O:12][C:13]([CH3:16])([CH3:15])[CH3:14])=[O:11])[CH2:6][CH2:5]1)[CH:2]=[CH2:3]. The catalyst is C(Cl)Cl.Cl[Ru](=C1N(C2C(C)=CC(C)=CC=2C)CCN1C1C(C)=CC(C)=CC=1C)(Cl)(=CC1C=CC=CC=1)[P](C1CCCCC1)(C1CCCCC1)C1CCCCC1. The product is [O:21]=[C:18]1[CH:3]=[CH:2][CH2:1][C:4]2([CH2:9][CH2:8][N:7]([C:10]([O:12][C:13]([CH3:14])([CH3:16])[CH3:15])=[O:11])[CH2:6][CH2:5]2)[N:17]1[CH2:22][C:23]1[CH:31]=[CH:30][CH:29]=[C:28]2[C:24]=1[CH:25]=[CH:26][N:27]2[S:32]([C:35]1[CH:41]=[CH:40][C:38]([CH3:39])=[CH:37][CH:36]=1)(=[O:34])=[O:33]. The yield is 0.840. (6) The reactants are [C:1]([N:4]1[CH2:9][CH2:8][CH:7]([C:10]([N:12]([CH2:21][CH2:22][CH2:23][N:24]2[CH2:29][CH2:28][CH:27]([CH2:30][C:31]3[CH:40]=[CH:39][C:34]([C:35]([O:37]C)=[O:36])=[CH:33][CH:32]=3)[CH2:26][CH2:25]2)[C:13]2[CH:18]=[CH:17][C:16]([Cl:19])=[C:15]([Cl:20])[CH:14]=2)=[O:11])[CH2:6][CH2:5]1)(=[O:3])[CH3:2].[OH-].[Na+].Cl.ClCCl.CO. The catalyst is C(O)C. The product is [C:1]([N:4]1[CH2:5][CH2:6][CH:7]([C:10]([N:12]([CH2:21][CH2:22][CH2:23][N:24]2[CH2:25][CH2:26][CH:27]([CH2:30][C:31]3[CH:40]=[CH:39][C:34]([C:35]([OH:37])=[O:36])=[CH:33][CH:32]=3)[CH2:28][CH2:29]2)[C:13]2[CH:18]=[CH:17][C:16]([Cl:19])=[C:15]([Cl:20])[CH:14]=2)=[O:11])[CH2:8][CH2:9]1)(=[O:3])[CH3:2]. The yield is 0.560. (7) The reactants are [C:1]([C:3]1[C:11]2[C:6](=[CH:7][CH:8]=[CH:9][CH:10]=2)[NH:5][CH:4]=1)#[N:2].[C:12](OC)(=[O:20])[C:13]1[C:14](=[CH:16][CH:17]=[CH:18][CH:19]=1)[SH:15].C(N(CC)CC)C. The catalyst is C1(C)C=CC=CC=1. The product is [NH:5]1[C:6]2[C:11](=[CH:10][CH:9]=[CH:8][CH:7]=2)[C:3]([C:1]2[S:15][C:14]3[CH:16]=[CH:17][CH:18]=[CH:19][C:13]=3[C:12](=[O:20])[N:2]=2)=[CH:4]1. The yield is 0.200. (8) The reactants are [Cl-].[Cl:2][C:3]1[CH:10]=[CH:9][CH:8]=[CH:7][C:4]=1[CH2:5][Zn+].C1COCC1.[O:16]1[C:20]2[CH:21]=[CH:22][C:23]([C:25]3([C:28]([NH:30][C:31]4[CH:36]=[N:35][C:34](Br)=[CH:33][N:32]=4)=[O:29])[CH2:27][CH2:26]3)=[CH:24][C:19]=2[O:18][CH2:17]1. The catalyst is C1C=CC(P(C2C=CC=CC=2)[C-]2C=CC=C2)=CC=1.C1C=CC(P(C2C=CC=CC=2)[C-]2C=CC=C2)=CC=1.Cl[Pd]Cl.[Fe+2]. The product is [O:16]1[C:20]2[CH:21]=[CH:22][C:23]([C:25]3([C:28]([NH:30][C:31]4[CH:36]=[N:35][C:34]([CH2:5][C:4]5[CH:7]=[CH:8][CH:9]=[CH:10][C:3]=5[Cl:2])=[CH:33][N:32]=4)=[O:29])[CH2:27][CH2:26]3)=[CH:24][C:19]=2[O:18][CH2:17]1. The yield is 0.390. (9) The reactants are Br[C:2]1[CH:7]=[CH:6][CH:5]=[C:4]([Br:8])[C:3]=1[CH:9]1[O:14]CCCO1.[Li][CH2:16]CCC.CI. The catalyst is C1COCC1. The product is [Br:8][C:4]1[CH:5]=[CH:6][CH:7]=[C:2]([CH3:16])[C:3]=1[CH:9]=[O:14]. The yield is 0.960. (10) The reactants are [CH3:1][C@H:2]1[C@@H:27]2[O:28][C@@:26]2([CH3:29])[C@@H:25]([O:30][C:31]([C@@H:33]([N:35]([C:37]([CH2:39][CH2:40][SH:41])=[O:38])[CH3:36])[CH3:34])=[O:32])[CH2:24][C:22](=[O:23])[N:21]([CH3:42])[C:14]2=[C:15]([Cl:20])[C:16]([O:18][CH3:19])=[CH:17][C:12](=[CH:13]2)[CH2:11][C:10]([CH3:43])=[CH:9][CH:8]=[CH:7][C@@H:6]([O:44][CH3:45])[C@:5]2([OH:50])[NH:46][C:47]([O:49][C@H:3]1[CH2:4]2)=[O:48].[CH2:51]1[CH:56]([CH2:57][N:58]2[C:63](=[O:64])[CH:62]=[CH:61][C:59]2=[O:60])[CH2:55][CH2:54][CH:53]([C:65]([O:67][N:68]2[C:73](=[O:74])[CH2:72][CH2:71][C:69]2=[O:70])=[O:66])[CH2:52]1.P([O-])([O-])([O-])=O.P([O-])([O-])([O-])=O.[K+].[K+].[K+].C(N(CC(O)=O)CC(O)=O)CN(CC(O)=O)CC(O)=O. The catalyst is C1COCC1. The product is [CH3:1][C@H:2]1[C@@H:27]2[O:28][C@@:26]2([CH3:29])[C@@H:25]([O:30][C:31]([C@@H:33]([N:35]([C:37]([CH2:39][CH2:40][S:41][CH:62]2[C:63](=[O:64])[N:58]([CH2:57][CH:56]3[CH2:55][CH2:54][CH:53]([C:65]([O:67][N:68]4[C:73](=[O:74])[CH2:72][CH2:71][C:69]4=[O:70])=[O:66])[CH2:52][CH2:51]3)[C:59](=[O:60])[CH2:61]2)=[O:38])[CH3:36])[CH3:34])=[O:32])[CH2:24][C:22](=[O:23])[N:21]([CH3:42])[C:14]2=[C:15]([Cl:20])[C:16]([O:18][CH3:19])=[CH:17][C:12](=[CH:13]2)[CH2:11][C:10]([CH3:43])=[CH:9][CH:8]=[CH:7][C@@H:6]([O:44][CH3:45])[C@:5]2([OH:50])[NH:46][C:47]([O:49][C@H:3]1[CH2:4]2)=[O:48]. The yield is 0.639.